From a dataset of Peptide-MHC class I binding affinity with 185,985 pairs from IEDB/IMGT. Regression. Given a peptide amino acid sequence and an MHC pseudo amino acid sequence, predict their binding affinity value. This is MHC class I binding data. (1) The peptide sequence is LVQYMDDIL. The MHC is Mamu-A70103 with pseudo-sequence Mamu-A70103. The binding affinity (normalized) is 0.879. (2) The peptide sequence is SGVEFPGGYCL. The MHC is H-2-Db with pseudo-sequence H-2-Db. The binding affinity (normalized) is 0. (3) The MHC is HLA-A02:11 with pseudo-sequence HLA-A02:11. The binding affinity (normalized) is 1.00. The peptide sequence is YVDIIGLSV. (4) The peptide sequence is LVSDYCNVLNKEFT. The MHC is HLA-A01:01 with pseudo-sequence HLA-A01:01. The binding affinity (normalized) is 0. (5) The peptide sequence is LPVYLMTLM. The MHC is HLA-B35:01 with pseudo-sequence HLA-B35:01. The binding affinity (normalized) is 1.00. (6) The peptide sequence is KYLFSPNML. The MHC is HLA-A26:03 with pseudo-sequence HLA-A26:03. The binding affinity (normalized) is 0.0847.